This data is from CYP2C19 inhibition data for predicting drug metabolism from PubChem BioAssay. The task is: Regression/Classification. Given a drug SMILES string, predict its absorption, distribution, metabolism, or excretion properties. Task type varies by dataset: regression for continuous measurements (e.g., permeability, clearance, half-life) or binary classification for categorical outcomes (e.g., BBB penetration, CYP inhibition). Dataset: cyp2c19_veith. The molecule is O=C(N/N=C\c1cn(-c2ccccc2)nc1-c1ccccc1)c1ccc(Br)o1. The result is 1 (inhibitor).